From a dataset of hERG potassium channel inhibition data for cardiac toxicity prediction from Karim et al.. Regression/Classification. Given a drug SMILES string, predict its toxicity properties. Task type varies by dataset: regression for continuous values (e.g., LD50, hERG inhibition percentage) or binary classification for toxic/non-toxic outcomes (e.g., AMES mutagenicity, cardiotoxicity, hepatotoxicity). Dataset: herg_karim. (1) The molecule is CCCCC/C=C\C/C=C\CCCCCCCC(N)=O. The result is 1 (blocker). (2) The molecule is COc1ccc(C2CCC(N3CC(NC(=O)CNC(=O)c4cccc(C(F)(F)F)c4)C3)CC2)cc1. The result is 1 (blocker).